This data is from Forward reaction prediction with 1.9M reactions from USPTO patents (1976-2016). The task is: Predict the product of the given reaction. (1) Given the reactants [C:1]1([C:7]2[CH:12]=[C:11]([C:13]3[CH:18]=[CH:17][CH:16]=[CH:15][CH:14]=3)[N:10]=[C:9]([O:19][CH2:20][CH2:21][CH2:22][CH2:23][C:24]([C:27]3[N:28]=[N:29][N:30]([CH2:32][C:33]([O:35]CC)=[O:34])[N:31]=3)([CH3:26])[CH3:25])[CH:8]=2)[CH:6]=[CH:5][CH:4]=[CH:3][CH:2]=1.[Li+].[OH-], predict the reaction product. The product is: [C:1]1([C:7]2[CH:12]=[C:11]([C:13]3[CH:14]=[CH:15][CH:16]=[CH:17][CH:18]=3)[N:10]=[C:9]([O:19][CH2:20][CH2:21][CH2:22][CH2:23][C:24]([C:27]3[N:28]=[N:29][N:30]([CH2:32][C:33]([OH:35])=[O:34])[N:31]=3)([CH3:26])[CH3:25])[CH:8]=2)[CH:2]=[CH:3][CH:4]=[CH:5][CH:6]=1. (2) The product is: [CH2:9]1[C:10]2[C:15](=[CH:14][C:13]([NH:17][C:18]3[N:34]=[C:21]4[C:22]([C:26]5[CH:31]=[CH:30][CH:29]=[C:28]([O:32][CH3:33])[CH:27]=5)=[CH:23][CH:24]=[CH:25][N:20]4[N:19]=3)=[CH:12][CH:11]=2)[CH2:16][NH:8]1. Given the reactants C(OC([N:8]1[CH2:16][C:15]2[C:10](=[CH:11][CH:12]=[C:13]([NH:17][C:18]3[N:34]=[C:21]4[C:22]([C:26]5[CH:31]=[CH:30][CH:29]=[C:28]([O:32][CH3:33])[CH:27]=5)=[CH:23][CH:24]=[CH:25][N:20]4[N:19]=3)[CH:14]=2)[CH2:9]1)=O)(C)(C)C.FC(F)(F)C(O)=O, predict the reaction product.